The task is: Predict the reaction yield, written as a fraction of the theoretical maximum amount of product (1.0 means a 100% yield; for example, 0.34 means a 34% yield).. This data is from Reaction yield outcomes from USPTO patents with 853,638 reactions. (1) The reactants are [Br:1][C:2]1[CH:8]=[C:7]([C:9]([F:12])([F:11])[F:10])[CH:6]=[CH:5][C:3]=1[NH2:4].[CH:13](=O)/[CH:14]=[CH:15]/[CH3:16].O.[NH4+].[OH-]. The catalyst is Cl.[Cl-].[Cl-].[Zn+2].CCOCC. The product is [Br:1][C:2]1[CH:8]=[C:7]([C:9]([F:10])([F:11])[F:12])[CH:6]=[C:5]2[C:3]=1[N:4]=[C:15]([CH3:16])[CH:14]=[CH:13]2. The yield is 0.280. (2) The reactants are [CH2:1]([CH:3]1[C:16]2[C:11](=[CH:12][C:13]([CH3:17])=[CH:14][CH:15]=2)[C:10]2[CH:9]=[CH:8][CH:7]=[CH:6][C:5]=2[N:4]1[S:18]([C:21]1[CH:26]=[CH:25][C:24]([O:27]C)=[CH:23][CH:22]=1)(=[O:20])=[O:19])[CH3:2].B(Cl)(Cl)Cl.ClCCl. The catalyst is [I-].C([N+](CCCC)(CCCC)CCCC)CCC. The product is [CH2:1]([CH:3]1[C:16]2[C:11](=[CH:12][C:13]([CH3:17])=[CH:14][CH:15]=2)[C:10]2[CH:9]=[CH:8][CH:7]=[CH:6][C:5]=2[N:4]1[S:18]([C:21]1[CH:22]=[CH:23][C:24]([OH:27])=[CH:25][CH:26]=1)(=[O:20])=[O:19])[CH3:2]. The yield is 0.360. (3) The yield is 0.936. The reactants are C([O:8][N:9]1[C:15](=[O:16])[N:14]2[CH2:17][C@@H:10]1[CH2:11][CH2:12][C@@H:13]2[C:18]([NH:20][NH:21][C:22](=[O:28])[CH2:23][C:24]([F:27])([F:26])[F:25])=[O:19])C1C=CC=CC=1.[H][H]. The product is [OH:8][N:9]1[C:15](=[O:16])[N:14]2[CH2:17][C@@H:10]1[CH2:11][CH2:12][C@@H:13]2[C:18]([NH:20][NH:21][C:22](=[O:28])[CH2:23][C:24]([F:27])([F:25])[F:26])=[O:19]. The catalyst is CO.[Pd]. (4) The reactants are [Li+].C[Si]([N-][Si](C)(C)C)(C)C.[CH2:11]([C:13]1[N:14]=[CH:15][O:16][C:17]=1[C:18]1[CH:23]=[CH:22][C:21]([C:24]([F:27])([F:26])[F:25])=[CH:20][CH:19]=1)[CH3:12].[Cl:28]C(Cl)(Cl)C(Cl)(Cl)Cl. The catalyst is C1COCC1. The product is [Cl:28][C:15]1[O:16][C:17]([C:18]2[CH:19]=[CH:20][C:21]([C:24]([F:27])([F:26])[F:25])=[CH:22][CH:23]=2)=[C:13]([CH2:11][CH3:12])[N:14]=1. The yield is 0.950. (5) The reactants are [C:1]([C:5]1[CH:10]=[C:9]([Br:11])[C:8]([N+:12]([O-])=O)=[CH:7][C:6]=1[OH:15])([CH3:4])([CH3:3])[CH3:2]. The catalyst is CO.[Ni]. The product is [C:1]([C:5]1[CH:10]=[C:9]([Br:11])[C:8]([NH2:12])=[CH:7][C:6]=1[OH:15])([CH3:4])([CH3:2])[CH3:3]. The yield is 0.700. (6) The reactants are [CH:1]1([CH2:4][NH:5][N:6]2[C:15]3[C:10](=[CH:11][CH:12]=[CH:13][CH:14]=3)[C:9]([OH:16])=[C:8]([C:17]3[NH:22][C:21]4[CH:23]=[CH:24][C:25]([O:30][CH2:31][C:32]#[N:33])=[C:26]([N+:27]([O-])=O)[C:20]=4[S:19](=[O:35])(=[O:34])[N:18]=3)[C:7]2=[O:36])[CH2:3][CH2:2]1.[Cl-].[NH4+]. The catalyst is CO.O1CCCC1.O.[Fe]. The product is [NH2:27][C:26]1[C:20]2[S:19](=[O:35])(=[O:34])[N:18]=[C:17]([C:8]3[C:7](=[O:36])[N:6]([NH:5][CH2:4][CH:1]4[CH2:3][CH2:2]4)[C:15]4[C:10]([C:9]=3[OH:16])=[CH:11][CH:12]=[CH:13][CH:14]=4)[NH:22][C:21]=2[CH:23]=[CH:24][C:25]=1[O:30][CH2:31][C:32]#[N:33]. The yield is 0.410.